From a dataset of Full USPTO retrosynthesis dataset with 1.9M reactions from patents (1976-2016). Predict the reactants needed to synthesize the given product. Given the product [CH2:1]([C:3]1[CH:8]=[CH:7][C:6]([NH:9][C:10]2[C:22]([F:23])=[C:21]([F:24])[CH:20]=[CH:19][C:11]=2[C:12]([NH:14][O:15][CH2:16][CH2:17][OH:18])=[O:13])=[C:5]([F:25])[CH:4]=1)[CH3:2], predict the reactants needed to synthesize it. The reactants are: [C:1]([C:3]1[CH:8]=[CH:7][C:6]([NH:9][C:10]2[C:22]([F:23])=[C:21]([F:24])[CH:20]=[CH:19][C:11]=2[C:12]([NH:14][O:15][CH2:16][CH2:17][OH:18])=[O:13])=[C:5]([F:25])[CH:4]=1)#[CH:2].